Dataset: Full USPTO retrosynthesis dataset with 1.9M reactions from patents (1976-2016). Task: Predict the reactants needed to synthesize the given product. (1) Given the product [C:28]([O:27][C:25](=[O:26])/[CH:24]=[CH:3]/[C:5]1[CH:6]=[C:7]([CH:12]=[CH:13][C:14]=1[CH3:15])[C:8]([O:10][CH3:11])=[O:9])([CH3:31])([CH3:30])[CH3:29], predict the reactants needed to synthesize it. The reactants are: [Cl-].[Li+].[CH:3]([C:5]1[CH:6]=[C:7]([CH:12]=[CH:13][C:14]=1[CH3:15])[C:8]([O:10][CH3:11])=[O:9])=O.C(OP([CH2:24][C:25]([O:27][C:28]([CH3:31])([CH3:30])[CH3:29])=[O:26])(OCC)=O)C.N12CCCN=C1CCCCC2. (2) Given the product [Si:63]([O:62][C@@H:60]([CH3:61])[C@@H:59]([NH:70][C:71]1[CH:76]=[CH:75][C:74]([C:77]#[N:78])=[C:73]([Cl:79])[C:72]=1[CH3:80])[C:58]1[O:81][C:54]([C:53]2[CH:82]=[CH:83][C:50]([O:49][Si:42]([C:45]([CH3:46])([CH3:47])[CH3:48])([CH3:43])[CH3:44])=[C:51]([F:84])[CH:52]=2)=[N:56][N:57]=1)([C:66]([CH3:69])([CH3:67])[CH3:68])([CH3:65])[CH3:64], predict the reactants needed to synthesize it. The reactants are: [Si](O[C@H](C)[C@@H](NC1C=CC(C#N)=C(Cl)C=1C)C1OC(C2C=CC(O[Si](C(C)(C)C)(C)C)=CC=2)=NN=1)(C(C)(C)C)(C)C.[Si:42]([O:49][C:50]1[CH:83]=[CH:82][C:53]([C:54]([NH:56][NH:57][C:58](=[O:81])[C@H:59]([NH:70][C:71]2[CH:76]=[CH:75][C:74]([C:77]#[N:78])=[C:73]([Cl:79])[C:72]=2[CH3:80])[C@@H:60]([O:62][Si:63]([C:66]([CH3:69])([CH3:68])[CH3:67])([CH3:65])[CH3:64])[CH3:61])=O)=[CH:52][C:51]=1[F:84])([C:45]([CH3:48])([CH3:47])[CH3:46])([CH3:44])[CH3:43].C1C=CC(P(C2C=CC=CC=2)C2C=CC=CC=2)=CC=1.